From a dataset of Reaction yield outcomes from USPTO patents with 853,638 reactions. Predict the reaction yield, written as a fraction of the theoretical maximum amount of product (1.0 means a 100% yield; for example, 0.34 means a 34% yield). (1) The reactants are Br[C:2]1[CH:3]=[C:4]([O:9][C:10]2[C:11]([CH3:17])=[N:12][C:13]([CH3:16])=[CH:14][CH:15]=2)[C:5]([NH2:8])=[N:6][CH:7]=1.C[Li].C([Li])CCC.N1C=CC=C(S[S:32][C:33]2[CH:38]=[CH:37][CH:36]=[CH:35][N:34]=2)C=1.[NH4+].[Cl-]. The catalyst is C1COCC1. The product is [CH3:17][C:11]1[C:10]([O:9][C:4]2[C:5]([NH2:8])=[N:6][CH:7]=[C:2]([S:32][C:33]3[CH:38]=[CH:37][CH:36]=[CH:35][N:34]=3)[CH:3]=2)=[CH:15][CH:14]=[C:13]([CH3:16])[N:12]=1. The yield is 0.630. (2) The reactants are C[N:2]1[CH:7]2[CH2:8][CH2:9][CH:3]1[CH2:4][C:5](=[O:10])[CH2:6]2.ClC(OC(Cl)C)=O.[CH3:30][C:29]([O:28][C:26](O[C:26]([O:28][C:29]([CH3:32])([CH3:31])[CH3:30])=[O:27])=[O:27])([CH3:32])[CH3:31]. No catalyst specified. The product is [C:29]([O:28][C:26]([N:2]1[CH:7]2[CH2:8][CH2:9][CH:3]1[CH2:4][C:5](=[O:10])[CH2:6]2)=[O:27])([CH3:30])([CH3:31])[CH3:32]. The yield is 0.730. (3) The reactants are [NH2:1][CH2:2][CH:3]1[CH2:8][CH2:7][CH2:6][CH2:5][CH2:4]1.[C:9](O)(=[O:16])[CH2:10][CH2:11][CH2:12][CH2:13][CH2:14][CH3:15].Cl.C(N=C=NCCCN(C)C)C. The catalyst is C(Cl)Cl.CN(C1C=CN=CC=1)C. The product is [CH:3]1([CH2:2][NH:1][C:9](=[O:16])[CH2:10][CH2:11][CH2:12][CH2:13][CH2:14][CH3:15])[CH2:8][CH2:7][CH2:6][CH2:5][CH2:4]1. The yield is 0.920. (4) The catalyst is C(O)(C)C.[Cu]I. The reactants are Br[C:2]1[CH:3]=[C:4]([CH:9]=[CH:10][C:11]=1[CH2:12][NH:13][C@H:14]([CH2:17][O:18][CH3:19])[CH2:15][OH:16])[C:5]([O:7][CH3:8])=[O:6].C([O-])([O-])=O.[K+].[K+]. The product is [CH3:19][O:18][CH2:17][C@H:14]1[NH:13][CH2:12][C:11]2[CH:10]=[CH:9][C:4]([C:5]([O:7][CH3:8])=[O:6])=[CH:3][C:2]=2[O:16][CH2:15]1. The yield is 0.260.